Dataset: Forward reaction prediction with 1.9M reactions from USPTO patents (1976-2016). Task: Predict the product of the given reaction. The product is: [CH3:1][C:2]([CH3:21])([CH3:20])[C:3]([C:5]1[N:9]([CH2:10][C:11]([N:35]([CH2:36][CH2:37][CH3:38])[CH2:32][CH2:33][CH3:34])=[O:12])[C:8]2[CH:14]=[C:15]([O:18][CH3:19])[CH:16]=[CH:17][C:7]=2[N:6]=1)=[O:4]. Given the reactants [CH3:1][C:2]([CH3:21])([CH3:20])[C:3]([C:5]1[N:9]([CH2:10][C:11](O)=[O:12])[C:8]2[CH:14]=[C:15]([O:18][CH3:19])[CH:16]=[CH:17][C:7]=2[N:6]=1)=[O:4].C1C=CC2N(O)N=NC=2C=1.[CH2:32]([NH:35][CH2:36][CH2:37][CH3:38])[CH2:33][CH3:34].CCN(C(C)C)C(C)C, predict the reaction product.